This data is from Forward reaction prediction with 1.9M reactions from USPTO patents (1976-2016). The task is: Predict the product of the given reaction. (1) Given the reactants [H-].[H-].[H-].[H-].[Li+].[Al+3].[Cl:7][C:8]1[CH:13]=[CH:12][C:11]([CH2:14][CH2:15][C:16](O)=[O:17])=[CH:10][CH:9]=1.C(C(C(C([O-])=O)O)O)([O-])=O.[Na+].[K+], predict the reaction product. The product is: [Cl:7][C:8]1[CH:9]=[CH:10][C:11]([CH2:14][CH2:15][CH2:16][OH:17])=[CH:12][CH:13]=1. (2) The product is: [ClH:37].[CH:39]1([O:38][C:34](=[O:45])[O:35][CH2:36][N:30]2[C:31]3[C:26](=[CH:25][CH:24]=[C:23]([O:22][CH2:21][CH2:20][CH2:19][CH2:18][N:15]4[CH2:14][CH2:13][N:12]([C:8]5[C:5]6[CH:6]=[CH:7][S:3][C:4]=6[CH:11]=[CH:10][CH:9]=5)[CH2:17][CH2:16]4)[CH:32]=3)[CH:27]=[CH:28][C:29]2=[O:33])[CH2:44][CH2:43][CH2:42][CH2:41][CH2:40]1. Given the reactants [H-].[Na+].[S:3]1[CH:7]=[CH:6][C:5]2[C:8]([N:12]3[CH2:17][CH2:16][N:15]([CH2:18][CH2:19][CH2:20][CH2:21][O:22][C:23]4[CH:32]=[C:31]5[C:26]([CH:27]=[CH:28][C:29](=[O:33])[NH:30]5)=[CH:25][CH:24]=4)[CH2:14][CH2:13]3)=[CH:9][CH:10]=[CH:11][C:4]1=2.[C:34](=[O:45])([O:38][CH:39]1[CH2:44][CH2:43][CH2:42][CH2:41][CH2:40]1)[O:35][CH2:36][Cl:37].Cl, predict the reaction product. (3) Given the reactants [I:1][C:2]1[CH:3]=[N:4][NH:5][CH:6]=1.C(=O)([O-])[O-].[Cs+].[Cs+].CS(O[CH2:18][C@H:19]1[CH2:23][C:22](=[O:24])[N:21]([CH2:25][C:26]2[CH:31]=[CH:30][C:29]([O:32][CH3:33])=[CH:28][CH:27]=2)[C@@H:20]1[CH3:34])(=O)=O, predict the reaction product. The product is: [I:1][C:2]1[CH:3]=[N:4][N:5]([CH2:18][CH:19]2[CH:20]([CH3:34])[N:21]([CH2:25][C:26]3[CH:27]=[CH:28][C:29]([O:32][CH3:33])=[CH:30][CH:31]=3)[C:22](=[O:24])[CH2:23]2)[CH:6]=1. (4) Given the reactants Cl[C:2]1[CH:7]=[C:6]([CH3:8])[N:5]=[C:4]([NH:9][C:10](=[NH:20])[NH:11][C:12]2[CH:17]=[CH:16][C:15]([Cl:18])=[C:14]([Cl:19])[CH:13]=2)[N:3]=1.[CH3:21][N:22]1[CH2:27][CH2:26][NH:25][CH2:24][CH2:23]1.C(N(C(C)C)CC)(C)C.CC(N(C)C)=[O:39], predict the reaction product. The product is: [NH4+:3].[OH-:39].[Cl:19][C:14]1[CH:13]=[C:12]([NH:11][C:10]([NH:9][C:4]2[N:3]=[C:2]([N:25]3[CH2:26][CH2:27][N:22]([CH3:21])[CH2:23][CH2:24]3)[CH:7]=[C:6]([CH3:8])[N:5]=2)=[NH:20])[CH:17]=[CH:16][C:15]=1[Cl:18].